Dataset: Forward reaction prediction with 1.9M reactions from USPTO patents (1976-2016). Task: Predict the product of the given reaction. (1) Given the reactants [CH2:1]([N:3]1[C:7]([CH3:8])=[C:6]([NH2:9])[CH:5]=[N:4]1)[CH3:2].Cl.[CH3:11][C:12]([O:15][C:16](O[C:16]([O:15][C:12]([CH3:14])([CH3:13])[CH3:11])=[O:17])=[O:17])([CH3:14])[CH3:13], predict the reaction product. The product is: [CH2:1]([N:3]1[C:7]([CH3:8])=[C:6]([NH:9][C:16](=[O:17])[O:15][C:12]([CH3:14])([CH3:13])[CH3:11])[CH:5]=[N:4]1)[CH3:2]. (2) The product is: [CH:22]1([CH2:21][O:1][N:2]2[C:3](=[O:12])[C:4]3=[CH:11][CH:10]=[CH:9][CH:8]=[C:5]3[C:6]2=[O:7])[CH2:27][CH2:26][CH2:25][CH2:24][CH2:23]1. Given the reactants [OH:1][N:2]1[C:6](=[O:7])[C:5]2=[CH:8][CH:9]=[CH:10][CH:11]=[C:4]2[C:3]1=[O:12].CCN(CC)CC.Br[CH2:21][CH:22]1[CH2:27][CH2:26][CH2:25][CH2:24][CH2:23]1, predict the reaction product. (3) Given the reactants [CH3:1][N:2]1[C:6](=[O:7])[C:5](=O)[NH:4][C:3]1=[O:9].N1C=CN=C1.C(N(CC)CC)C.Cl[Si](C)(C)C.[CH2:27]([NH2:34])[C:28]1[CH:33]=[CH:32][CH:31]=[CH:30][CH:29]=1, predict the reaction product. The product is: [CH2:27]([NH:34][C:5]1[C:6](=[O:7])[N:2]([CH3:1])[C:3](=[O:9])[N:4]=1)[C:28]1[CH:33]=[CH:32][CH:31]=[CH:30][CH:29]=1.